Dataset: Full USPTO retrosynthesis dataset with 1.9M reactions from patents (1976-2016). Task: Predict the reactants needed to synthesize the given product. (1) The reactants are: [CH2:1]([C:8]1[CH:9]=[N:10][C:11]2[C:16]([C:17]=1[C:18]1[CH:19]=[C:20]([NH2:24])[CH:21]=[CH:22][CH:23]=1)=[CH:15][CH:14]=[CH:13][C:12]=2[C:25]([F:28])([F:27])[F:26])[C:2]1[CH:7]=[CH:6][CH:5]=[CH:4][CH:3]=1.[OH:29][C:30]1[C:37]([OH:38])=[CH:36][CH:35]=[CH:34][C:31]=1[CH:32]=O. Given the product [CH2:1]([C:8]1[CH:9]=[N:10][C:11]2[C:16]([C:17]=1[C:18]1[CH:19]=[C:20]([NH:24][CH2:32][C:31]3[CH:34]=[CH:35][CH:36]=[C:37]([OH:38])[C:30]=3[OH:29])[CH:21]=[CH:22][CH:23]=1)=[CH:15][CH:14]=[CH:13][C:12]=2[C:25]([F:28])([F:26])[F:27])[C:2]1[CH:3]=[CH:4][CH:5]=[CH:6][CH:7]=1, predict the reactants needed to synthesize it. (2) Given the product [Cl:1][C:2]1[CH:3]=[CH:4][C:5]([C:8]2[CH:9]=[C:10]([NH:20][C:27]([C:25]3[S:26][C:22]([CH3:21])=[CH:23][N:24]=3)=[O:28])[CH:11]=[N:12][C:13]=2[O:14][CH2:15][C:16]([F:17])([F:18])[F:19])=[CH:6][CH:7]=1, predict the reactants needed to synthesize it. The reactants are: [Cl:1][C:2]1[CH:7]=[CH:6][C:5]([C:8]2[CH:9]=[C:10]([NH2:20])[CH:11]=[N:12][C:13]=2[O:14][CH2:15][C:16]([F:19])([F:18])[F:17])=[CH:4][CH:3]=1.[CH3:21][C:22]1[S:26][C:25]([C:27](O)=[O:28])=[N:24][CH:23]=1. (3) Given the product [F:1][C:2]1[CH:16]=[CH:15][C:5]([O:6][CH2:7][CH:8]2[CH2:14][CH2:13][CH2:12][CH2:11][N:10]([C:25](=[O:26])[C:24]3[CH:28]=[C:29]([CH3:32])[CH:30]=[CH:31][C:23]=3[N:19]3[N:20]=[CH:21][CH:22]=[N:18]3)[CH2:9]2)=[CH:4][C:3]=1[CH3:17], predict the reactants needed to synthesize it. The reactants are: [F:1][C:2]1[CH:16]=[CH:15][C:5]([O:6][CH2:7][CH:8]2[CH2:14][CH2:13][CH2:12][CH2:11][NH:10][CH2:9]2)=[CH:4][C:3]=1[CH3:17].[N:18]1[N:19]([C:23]2[CH:31]=[CH:30][C:29]([CH3:32])=[CH:28][C:24]=2[C:25](O)=[O:26])[N:20]=[CH:21][CH:22]=1.C(Cl)CCl.C1C=CC2N(O)N=NC=2C=1. (4) Given the product [Cl:1][C:2]1[CH:7]=[CH:6][C:5]([N:8]2[C:14](=[O:15])[CH:13]([CH2:16][C:17]([OH:19])=[O:18])[C:12]3=[N:24][N:25]=[C:26]([CH3:27])[N:11]3[C:10]3[CH:28]=[CH:29][CH:30]=[CH:31][C:9]2=3)=[CH:4][CH:3]=1, predict the reactants needed to synthesize it. The reactants are: [Cl:1][C:2]1[CH:7]=[CH:6][C:5]([N:8]2[C:14](=[O:15])[CH:13]([CH2:16][C:17]([O:19]C(C)(C)C)=[O:18])[C:12]3=[N:24][N:25]=[C:26]([CH3:27])[N:11]3[C:10]3[CH:28]=[CH:29][CH:30]=[CH:31][C:9]2=3)=[CH:4][CH:3]=1.C(O)(C(F)(F)F)=O. (5) Given the product [Br:31][C:24]1[C:25]2[C:30]([C:17]([C:14]3[CH:15]=[CH:16][C:11]([C:2]4[CH:3]=[CH:4][C:5]5[C:10](=[CH:9][CH:8]=[CH:7][CH:6]=5)[CH:1]=4)=[CH:12][CH:13]=3)=[C:18]3[C:23]=1[CH:22]=[CH:21][CH:20]=[CH:19]3)=[CH:29][CH:28]=[CH:27][CH:26]=2, predict the reactants needed to synthesize it. The reactants are: [CH:1]1[C:10]2[C:5](=[CH:6][CH:7]=[CH:8][CH:9]=2)[CH:4]=[CH:3][C:2]=1[C:11]1[CH:16]=[CH:15][C:14]([C:17]2[C:18]3[C:23]([CH:24]=[C:25]4[C:30]=2[CH:29]=[CH:28][CH:27]=[CH:26]4)=[CH:22][CH:21]=[CH:20][CH:19]=3)=[CH:13][CH:12]=1.[Br:31]N1C(=O)CCC1=O.O. (6) The reactants are: [CH3:1][C:2]1[CH:3]=[C:4]([CH:6]=[C:7]([C:9]2[S:13][CH:12]=[N:11][CH:10]=2)[CH:8]=1)[NH2:5].C(=O)([O-])[O-].[Cs+].[Cs+].Cl[C:21]1[N:26]=[C:25]([CH:27]2[CH2:29][CH2:28]2)[CH:24]=[CH:23][N:22]=1.CC1(C)C2C(=C(P(C3C=CC=CC=3)C3C=CC=CC=3)C=CC=2)OC2C(P(C3C=CC=CC=3)C3C=CC=CC=3)=CC=CC1=2. Given the product [CH:27]1([C:25]2[CH:24]=[CH:23][N:22]=[C:21]([NH:5][C:4]3[CH:6]=[C:7]([C:9]4[S:13][CH:12]=[N:11][CH:10]=4)[CH:8]=[C:2]([CH3:1])[CH:3]=3)[N:26]=2)[CH2:29][CH2:28]1, predict the reactants needed to synthesize it. (7) The reactants are: [H-].[Na+].[NH:3]1[CH:7]=[C:6]([C:8]2[CH:9]=[N:10][CH:11]=[CH:12][CH:13]=2)[N:5]=[CH:4]1.Cl[CH2:15][CH2:16][CH2:17][C:18]([O:20][CH3:21])=[O:19]. Given the product [N:10]1[CH:11]=[CH:12][CH:13]=[C:8]([C:6]2[N:5]=[CH:4][N:3]([CH2:15][CH2:16][CH2:17][C:18]([O:20][CH3:21])=[O:19])[CH:7]=2)[CH:9]=1, predict the reactants needed to synthesize it. (8) Given the product [O:18]1[CH2:19][CH2:20][N:15]([C:2]2[CH2:7][CH2:6][N:5]([C:8]([O:10][C:11]([CH3:14])([CH3:13])[CH3:12])=[O:9])[CH2:4][CH:3]=2)[CH2:16][CH2:17]1, predict the reactants needed to synthesize it. The reactants are: O=[C:2]1[CH2:7][CH2:6][N:5]([C:8]([O:10][C:11]([CH3:14])([CH3:13])[CH3:12])=[O:9])[CH2:4][CH2:3]1.[NH:15]1[CH2:20][CH2:19][O:18][CH2:17][CH2:16]1. (9) Given the product [Cl:1][C:2]1[CH:3]=[CH:4][C:5]([N:8]2[CH:12]=[CH:11][CH:10]=[C:9]2[CH2:13][N:29]2[CH2:30][CH2:31][CH:26]([C:22]3[CH:21]=[C:20]([NH:19][C:17](=[O:18])[CH:16]([CH3:15])[CH3:32])[CH:25]=[CH:24][CH:23]=3)[CH2:27][CH2:28]2)=[CH:6][CH:7]=1, predict the reactants needed to synthesize it. The reactants are: [Cl:1][C:2]1[CH:7]=[CH:6][C:5]([N:8]2[CH:12]=[CH:11][CH:10]=[C:9]2[CH:13]=O)=[CH:4][CH:3]=1.[CH3:15][CH:16]([CH3:32])[C:17]([NH:19][C:20]1[CH:25]=[CH:24][CH:23]=[C:22]([CH:26]2[CH2:31][CH2:30][NH:29][CH2:28][CH2:27]2)[CH:21]=1)=[O:18].